From a dataset of Reaction yield outcomes from USPTO patents with 853,638 reactions. Predict the reaction yield, written as a fraction of the theoretical maximum amount of product (1.0 means a 100% yield; for example, 0.34 means a 34% yield). (1) The reactants are Cl[CH2:2][CH2:3][CH2:4][CH2:5][N:6]1[C:10]2[CH:11]=[CH:12][CH:13]=[CH:14][C:9]=2[N:8]=[N:7]1.[C:15]([C:17]1[CH:18]=[C:19]([N:23]2[CH2:28][CH2:27][NH:26][CH2:25][CH2:24]2)[CH:20]=[CH:21][CH:22]=1)#[N:16].C(N(C(C)C)CC)(C)C.[I-].[K+]. The catalyst is C(#N)C. The product is [C:15]([C:17]1[CH:18]=[C:19]([N:23]2[CH2:28][CH2:27][N:26]([CH2:2][CH2:3][CH2:4][CH2:5][N:6]3[C:10]4[CH:11]=[CH:12][CH:13]=[CH:14][C:9]=4[N:8]=[N:7]3)[CH2:25][CH2:24]2)[CH:20]=[CH:21][CH:22]=1)#[N:16]. The yield is 0.705. (2) The reactants are [CH3:1][C:2]([O:9][C:10]1[CH:15]=[CH:14][CH:13]=[CH:12][CH:11]=1)([CH3:8])[C:3]([O:5]CC)=[O:4].[OH-].[Na+]. The catalyst is CCO.O. The product is [CH3:8][C:2]([O:9][C:10]1[CH:15]=[CH:14][CH:13]=[CH:12][CH:11]=1)([CH3:1])[C:3]([OH:5])=[O:4]. The yield is 0.941.